From a dataset of Forward reaction prediction with 1.9M reactions from USPTO patents (1976-2016). Predict the product of the given reaction. (1) Given the reactants [NH2:1][C@@H:2]([C@H:6]([OH:9])[CH2:7][CH3:8])[C:3]([OH:5])=[O:4].C([O-])(O)=O.[Na+].[C:15](=O)([O-:36])[O:16][C:17]1C(C)=C(C2C=CC(C3C=CC=CC=3)=CC=2)C=CN=1.[C:38]1([C:44]2[CH:49]=[CH:48][C:47](C3C=CN(C([O-])=O)C(=O)C=3C)=[CH:46][CH:45]=2)[CH:43]=[CH:42][CH:41]=[CH:40][CH:39]=1, predict the reaction product. The product is: [OH:9][C@H:6]([CH2:7][CH3:8])[C@H:2]([N:1]([C:47]1[CH:46]=[CH:45][C:44]([C:38]2[CH:39]=[CH:40][CH:41]=[CH:42][CH:43]=2)=[CH:49][CH:48]=1)[C:15]([O:16][CH3:17])=[O:36])[C:3]([OH:5])=[O:4]. (2) Given the reactants [CH:1]1([Mg]Br)[CH2:3][CH2:2]1.[O:6]=[CH:7][CH2:8][C@@:9]1([C:22]([N:24]2[CH2:33][CH2:32][C:31]3[N:30]=[CH:29][C:28]([C:34]([F:37])([F:36])[F:35])=[CH:27][C:26]=3[CH2:25]2)=[O:23])[CH2:13][C@H:12]([NH:14][C:15](=[O:21])[O:16][C:17]([CH3:20])([CH3:19])[CH3:18])[CH:11]=[CH:10]1.[NH4+].[Cl-], predict the reaction product. The product is: [CH:1]1([CH:7]([OH:6])[CH2:8][C@@:9]2([C:22]([N:24]3[CH2:33][CH2:32][C:31]4[N:30]=[CH:29][C:28]([C:34]([F:35])([F:36])[F:37])=[CH:27][C:26]=4[CH2:25]3)=[O:23])[CH2:13][C@H:12]([NH:14][C:15](=[O:21])[O:16][C:17]([CH3:20])([CH3:19])[CH3:18])[CH:11]=[CH:10]2)[CH2:3][CH2:2]1.